Dataset: Peptide-MHC class I binding affinity with 185,985 pairs from IEDB/IMGT. Task: Regression. Given a peptide amino acid sequence and an MHC pseudo amino acid sequence, predict their binding affinity value. This is MHC class I binding data. (1) The peptide sequence is YFSGIMVRL. The MHC is HLA-B44:02 with pseudo-sequence HLA-B44:02. The binding affinity (normalized) is 0.0847. (2) The peptide sequence is HTQGYFPDWQ. The MHC is HLA-A11:01 with pseudo-sequence HLA-A11:01. The binding affinity (normalized) is 0. (3) The binding affinity (normalized) is 0.227. The peptide sequence is EVDEGSDMM. The MHC is HLA-A01:01 with pseudo-sequence HLA-A01:01. (4) The peptide sequence is SYMSTFPLF. The MHC is HLA-B15:42 with pseudo-sequence HLA-B15:42. The binding affinity (normalized) is 0.213. (5) The peptide sequence is DMRKRIEAF. The MHC is HLA-B57:01 with pseudo-sequence HLA-B57:01. The binding affinity (normalized) is 0.0847. (6) The peptide sequence is TWAKNIHTAI. The MHC is HLA-A24:02 with pseudo-sequence HLA-A24:02. The binding affinity (normalized) is 0.297.